Dataset: Forward reaction prediction with 1.9M reactions from USPTO patents (1976-2016). Task: Predict the product of the given reaction. (1) Given the reactants [NH2:1][C:2]1[C:9]([CH3:10])=[CH:8][C:5]([C:6]#[N:7])=[CH:4][C:3]=1[Cl:11].[CH3:12][S:13](Cl)(=[O:15])=[O:14], predict the reaction product. The product is: [Cl:11][C:3]1[CH:4]=[C:5]([C:6]#[N:7])[CH:8]=[C:9]([CH3:10])[C:2]=1[NH:1][S:13]([CH3:12])(=[O:15])=[O:14]. (2) The product is: [CH3:14][O:13][CH:12]([O:15][CH3:16])[CH2:11][S:9][C:6]1[CH:7]=[CH:8][C:3]([O:2][CH3:1])=[CH:4][CH:5]=1. Given the reactants [CH3:1][O:2][C:3]1[CH:8]=[CH:7][C:6]([SH:9])=[CH:5][CH:4]=1.Br[CH2:11][CH:12]([O:15][CH3:16])[O:13][CH3:14].CO.C[O-].[Na+], predict the reaction product.